Dataset: Full USPTO retrosynthesis dataset with 1.9M reactions from patents (1976-2016). Task: Predict the reactants needed to synthesize the given product. (1) Given the product [CH3:1][C@H:2]1[C@@:41]2([OH:43])[O:42][C@H:5]([CH2:6][C@H:7]([O:72][CH3:73])[C:8]([CH3:71])=[CH:9][CH:10]=[CH:11][CH:12]=[CH:13][C@@H:14]([CH3:70])[CH2:15][C@@H:16]([CH3:69])[C:17]([C@H:19]([O:67][CH3:68])[C@H:20]([OH:66])[C:21]([CH3:65])=[CH:22][C@@H:23]([CH3:64])[C:24]([CH2:26][C@@H:27]([C@@H:44]([CH2:46][C@H:47]3[CH2:52][C@@H:51]([O:53][CH3:54])[C@H:50]([O:55][C:56]([C:58]([CH2:60][OH:61])([CH2:62][OH:63])[CH3:59])=[O:57])[CH2:49][CH2:48]3)[CH3:45])[O:28][C:29]([C@H:31]3[N:36]([C:37]([C:39]2=[O:40])=[O:38])[CH2:35][CH2:34][CH2:33][CH2:32]3)=[O:30])=[O:25])=[O:18])[CH2:4][CH2:3]1.[BH:74]([O-:76])[O-:75].[CH3:1][C@H:2]1[C@@:41]2([OH:43])[O:42][C@H:5]([CH2:6][C@H:7]([O:72][CH3:73])[C:8]([CH3:71])=[CH:9][CH:10]=[CH:11][CH:12]=[CH:13][C@@H:14]([CH3:70])[CH2:15][C@@H:16]([CH3:69])[C:17]([C@H:19]([O:67][CH3:68])[C@H:20]([OH:66])[C:21]([CH3:65])=[CH:22][C@@H:23]([CH3:64])[C:24]([CH2:26][C@@H:27]([C@@H:44]([CH2:46][C@H:47]3[CH2:52][C@@H:51]([O:53][CH3:54])[C@H:50]([OH:55])[CH2:49][CH2:48]3)[CH3:45])[O:28][C:29]([C@H:31]3[N:36]([C:37]([C:39]2=[O:40])=[O:38])[CH2:35][CH2:34][CH2:33][CH2:32]3)=[O:30])=[O:25])=[O:18])[CH2:4][CH2:3]1, predict the reactants needed to synthesize it. The reactants are: [CH3:1][C@H:2]1[C@@:41]2([OH:43])[O:42][C@H:5]([CH2:6][C@H:7]([O:72][CH3:73])[C:8]([CH3:71])=[CH:9][CH:10]=[CH:11][CH:12]=[CH:13][C@@H:14]([CH3:70])[CH2:15][C@@H:16]([CH3:69])[C:17]([C@H:19]([O:67][CH3:68])[C@H:20]([OH:66])[C:21]([CH3:65])=[CH:22][C@@H:23]([CH3:64])[C:24]([CH2:26][C@@H:27]([C@@H:44]([CH2:46][C@H:47]3[CH2:52][C@@H:51]([O:53][CH3:54])[C@H:50]([O:55][C:56]([C:58]([CH2:62][OH:63])([CH2:60][OH:61])[CH3:59])=[O:57])[CH2:49][CH2:48]3)[CH3:45])[O:28][C:29]([C@H:31]3[N:36]([C:37]([C:39]2=[O:40])=[O:38])[CH2:35][CH2:34][CH2:33][CH2:32]3)=[O:30])=[O:25])=[O:18])[CH2:4][CH2:3]1.[BH:74]([O-:76])[O-:75]. (2) Given the product [OH:2][CH2:3][C@H:4]([CH3:35])[O:5][C:6]1[CH:7]=[C:8]([CH:21]=[C:22]([C:24]2[NH:25][C:26]([C:29]3[O:30][C@@H:31]([CH3:34])[CH2:32][N:33]=3)=[CH:27][CH:28]=2)[CH:23]=1)[O:9][C:10]1[CH:11]=[CH:12][C:13]([S:16]([NH:19][CH3:20])(=[O:18])=[O:17])=[N:14][CH:15]=1, predict the reactants needed to synthesize it. The reactants are: C[O:2][CH2:3][C@H:4]([CH3:35])[O:5][C:6]1[CH:7]=[C:8]([CH:21]=[C:22]([C:24]2[NH:25][C:26]([C:29]3[O:30][C@@H:31]([CH3:34])[CH2:32][N:33]=3)=[CH:27][CH:28]=2)[CH:23]=1)[O:9][C:10]1[CH:11]=[CH:12][C:13]([S:16]([NH:19][CH3:20])(=[O:18])=[O:17])=[N:14][CH:15]=1.B(Br)(Br)Br.C(=O)([O-])O.[Na+].